This data is from Forward reaction prediction with 1.9M reactions from USPTO patents (1976-2016). The task is: Predict the product of the given reaction. Given the reactants Br[C:2]1[CH:7]=[CH:6][C:5]([C:8]([CH3:11])([CH3:10])[CH3:9])=[CH:4][CH:3]=1.C([Li])CCC.[CH3:17][CH:18]1[CH2:22][CH2:21][CH2:20][C:19]1=O.Cl, predict the reaction product. The product is: [CH3:17][C:18]1[CH2:22][CH:21]=[C:20]([C:2]2[CH:7]=[CH:6][C:5]([C:8]([CH3:11])([CH3:10])[CH3:9])=[CH:4][CH:3]=2)[CH:19]=1.